Dataset: Full USPTO retrosynthesis dataset with 1.9M reactions from patents (1976-2016). Task: Predict the reactants needed to synthesize the given product. Given the product [Cl:1][C:2]1[C:3]([N:12]([CH2:27][C:28]2[CH:33]=[C:32]([F:34])[CH:31]=[C:30]([F:35])[CH:29]=2)[S:13]([C:16]2[CH:25]=[CH:24][C:19]([C:20]([O:22][CH3:23])=[O:21])=[CH:18][CH:17]=2)(=[O:15])=[O:14])=[N:4][CH:5]=[C:6]([C:8]([F:11])([F:9])[F:10])[CH:7]=1, predict the reactants needed to synthesize it. The reactants are: [Cl:1][C:2]1[C:3]([NH:12][S:13]([C:16]2[CH:25]=[CH:24][C:19]([C:20]([O:22][CH3:23])=[O:21])=[CH:18][CH:17]=2)(=[O:15])=[O:14])=[N:4][CH:5]=[C:6]([C:8]([F:11])([F:10])[F:9])[CH:7]=1.Br[CH2:27][C:28]1[CH:33]=[C:32]([F:34])[CH:31]=[C:30]([F:35])[CH:29]=1.